Task: Predict which catalyst facilitates the given reaction.. Dataset: Catalyst prediction with 721,799 reactions and 888 catalyst types from USPTO (1) The catalyst class is: 11. Product: [CH2:17]([CH:18]1[CH2:19][CH:20]([CH2:21][CH2:22][CH2:23][CH2:24][CH2:25][CH2:26][CH2:27][CH2:28]/[CH:29]=[CH:30]\[CH2:31]/[CH:32]=[CH:33]\[CH2:34][CH2:35][CH2:36][CH2:37][CH3:38])[O:39][CH:44]([CH2:45][CH2:46][N:65]([CH3:66])[CH3:64])[O:40]1)[CH2:16][CH2:15][CH2:14][CH2:13][CH2:12][CH2:11]/[CH:10]=[CH:9]\[CH2:8]/[CH:7]=[CH:6]\[CH2:5][CH2:4][CH2:3][CH2:2][CH3:1]. Reactant: [CH3:1][CH2:2][CH2:3][CH2:4][CH2:5]/[CH:6]=[CH:7]\[CH2:8]/[CH:9]=[CH:10]\[CH2:11][CH2:12][CH2:13][CH2:14][CH2:15][CH2:16][CH2:17][CH:18]([OH:40])[CH2:19][CH:20]([OH:39])[CH2:21][CH2:22][CH2:23][CH2:24][CH2:25][CH2:26][CH2:27][CH2:28]/[CH:29]=[CH:30]\[CH2:31]/[CH:32]=[CH:33]\[CH2:34][CH2:35][CH2:36][CH2:37][CH3:38].C(O[CH:44](OCC)[CH2:45][CH2:46]Cl)C.CC1C=CC(S([O-])(=O)=O)=CC=1.C1C=[CH:66][NH+:65]=[CH:64]C=1.C([O-])(O)=O.[Na+]. (2) Reactant: [F:1][CH:2]([F:23])[O:3][C:4]1[CH:19]=[CH:18][C:17]([N+:20]([O-])=O)=[CH:16][C:5]=1[CH2:6][N:7](C)[C:8](=O)OC(C)(C)C.[ClH:24]. The catalyst class is: 687. Product: [ClH:24].[ClH:24].[F:1][CH:2]([F:23])[O:3][C:4]1[CH:19]=[CH:18][C:17]([NH2:20])=[CH:16][C:5]=1[CH2:6][NH:7][CH3:8]. (3) Product: [CH3:12][N:14]([CH2:10][C:4]1[CH:3]=[C:2]([CH:7]=[C:6]([O:8][CH3:9])[CH:5]=1)[NH2:1])[CH3:15]. Reactant: [NH2:1][C:2]1[CH:3]=[C:4]([CH2:10]O)[CH:5]=[C:6]([O:8][CH3:9])[CH:7]=1.[CH2:12]([N:14](CC)[CH2:15]C)C.S(Cl)(C)(=O)=O.CNC.C1COCC1. The catalyst class is: 4. (4) Product: [OH:1][C:2]1[CH:18]=[CH:17][C:5]([CH:6]([C:8]2[CH:13]=[CH:12][C:11]([N:14]([CH3:16])[CH3:15])=[CH:10][CH:9]=2)[CH3:19])=[CH:4][CH:3]=1. The catalyst class is: 48. Reactant: [OH:1][C:2]1[CH:18]=[CH:17][C:5]([C:6]([C:8]2[CH:13]=[CH:12][C:11]([N:14]([CH3:16])[CH3:15])=[CH:10][CH:9]=2)=O)=[CH:4][CH:3]=1.[CH3:19][Mg]Br.C(OCC)C.[NH4+].[Cl-]. (5) Reactant: [CH3:1][O:2][C:3]1[CH:4]=[C:5]2[C:10](=[CH:11][CH:12]=1)[CH:9]([CH2:13][C:14]1[CH:19]=[CH:18][C:17]([O:20][CH2:21][C:22]3[CH:27]=[CH:26][CH:25]=[CH:24][CH:23]=3)=[CH:16][CH:15]=1)[NH:8][CH2:7][CH2:6]2.C(N(CC)CC)C.[C:35](Cl)(=[O:42])[C:36]1[CH:41]=[CH:40][CH:39]=[CH:38][CH:37]=1. Product: [C:35]([N:8]1[CH2:7][CH2:6][C:5]2[C:10](=[CH:11][CH:12]=[C:3]([O:2][CH3:1])[CH:4]=2)[CH:9]1[CH2:13][C:14]1[CH:19]=[CH:18][C:17]([O:20][CH2:21][C:22]2[CH:27]=[CH:26][CH:25]=[CH:24][CH:23]=2)=[CH:16][CH:15]=1)(=[O:42])[C:36]1[CH:41]=[CH:40][CH:39]=[CH:38][CH:37]=1. The catalyst class is: 143.